Dataset: NCI-60 drug combinations with 297,098 pairs across 59 cell lines. Task: Regression. Given two drug SMILES strings and cell line genomic features, predict the synergy score measuring deviation from expected non-interaction effect. Drug 2: CC(C)NC(=O)C1=CC=C(C=C1)CNNC.Cl. Drug 1: CC1C(C(CC(O1)OC2CC(CC3=C2C(=C4C(=C3O)C(=O)C5=C(C4=O)C(=CC=C5)OC)O)(C(=O)CO)O)N)O.Cl. Synergy scores: CSS=-0.213, Synergy_ZIP=0.294, Synergy_Bliss=-0.133, Synergy_Loewe=-1.03, Synergy_HSA=-0.482. Cell line: SK-OV-3.